From a dataset of Reaction yield outcomes from USPTO patents with 853,638 reactions. Predict the reaction yield, written as a fraction of the theoretical maximum amount of product (1.0 means a 100% yield; for example, 0.34 means a 34% yield). (1) The reactants are CC1C=CC(S([O-])(=O)=O)=CC=1.[CH3:12][N+:13]1[CH:18]=[CH:17][C:16]([NH:19][C:20]2[CH:25]=[CH:24][CH:23]=[C:22]([C:26]([NH:28][C:29]3[CH:34]=[CH:33][C:32]([N+:35]([O-])=O)=[CH:31][CH:30]=3)=[O:27])[CH:21]=2)=[CH:15][CH:14]=1.O.[ClH:39].CCCCO. The catalyst is CCO.[Fe]. The product is [Cl-:39].[NH2:35][C:32]1[CH:33]=[CH:34][C:29]([NH:28][C:26]([C:22]2[CH:21]=[C:20]([CH:25]=[CH:24][CH:23]=2)[NH:19][C:16]2[CH:15]=[CH:14][N+:13]([CH3:12])=[CH:18][CH:17]=2)=[O:27])=[CH:30][CH:31]=1. The yield is 0.800. (2) The reactants are [CH3:1][C:2]([C:5]1[CH:10]=[CH:9][C:8]([CH2:11][N:12]2[C:17](=[O:18])[CH2:16][C:15](=[O:19])[N:14]([C:20]3[CH:21]=[N:22][CH:23]=[CH:24][CH:25]=3)[C:13]2=[O:26])=[CH:7][CH:6]=1)([CH3:4])[CH3:3].C1C=NC=C([N:33]=[C:34]=[O:35])C=1.C(C1C=CC(CN)=CC=1)(C)(C)C.C(OCC)(=O)[CH2:49][C:50]([O:52]CC)=[O:51].[O-]CC.[Na+]. The catalyst is ClCCl.C(O)C.C(OCC)(=O)C. The product is [CH3:4][C:2]([C:5]1[CH:6]=[CH:7][C:8]([CH2:11][N:12]2[C:17](=[O:18])[C:16]([C:34]([NH:33][CH2:49][C:50]([OH:52])=[O:51])=[O:35])=[C:15]([OH:19])[N:14]([C:20]3[CH:21]=[N:22][CH:23]=[CH:24][CH:25]=3)[C:13]2=[O:26])=[CH:9][CH:10]=1)([CH3:1])[CH3:3]. The yield is 0.190. (3) The reactants are OO.C(OC(C(F)(F)F)=O)(C(F)(F)F)=[O:4].[CH2:16]([N:18]([CH2:36][CH3:37])[CH2:19][CH2:20][NH:21][C:22]1[N:23]=[N+:24]([O-:35])[C:25]2[CH:31]=[C:30]3[CH2:32][CH2:33][O:34][C:29]3=[CH:28][C:26]=2[N:27]=1)[CH3:17].C(O)(C(F)(F)F)=O. The catalyst is C(Cl)Cl.C(Cl)(Cl)Cl.N. The product is [O-:35][N+:24]1[C:25]2[CH:31]=[C:30]3[CH2:32][CH2:33][O:34][C:29]3=[CH:28][C:26]=2[N+:27]([O-:4])=[C:22]([NH:21][CH2:20][CH2:19][N:18]([CH2:16][CH3:17])[CH2:36][CH3:37])[N:23]=1. The yield is 0.380. (4) The reactants are [C:1]1([S:7]([N:10]2[C:14]([C:15]3[CH:20]=[CH:19][CH:18]=[CH:17][N:16]=3)=[CH:13][C:12]([CH:21]=[O:22])=[CH:11]2)(=[O:9])=[O:8])[CH:6]=[CH:5][CH:4]=[CH:3][CH:2]=1.C[OH:24].[CH3:25][NH2:26].[BH4-].[Na+].Cl.[C:30](=[O:33])([O-:32])O.[Na+]. The catalyst is CO. The product is [C:21]([OH:22])(=[O:24])[C:30]([OH:32])=[O:33].[CH3:25][NH:26][CH2:21][C:12]1[CH:13]=[C:14]([C:15]2[CH:20]=[CH:19][CH:18]=[CH:17][N:16]=2)[N:10]([S:7]([C:1]2[CH:6]=[CH:5][CH:4]=[CH:3][CH:2]=2)(=[O:9])=[O:8])[CH:11]=1. The yield is 0.450. (5) The reactants are C[O:2][C:3]1[CH:12]=[C:11]2[C:6]([CH:7]([C:13]([OH:15])=[O:14])[CH2:8][CH2:9][O:10]2)=[CH:5][CH:4]=1.Br.[C:17](OCC)(=O)C. No catalyst specified. The product is [OH:2][C:3]1[CH:12]=[C:11]2[C:6]([CH:7]([C:13]([O:15][CH3:17])=[O:14])[CH2:8][CH2:9][O:10]2)=[CH:5][CH:4]=1. The yield is 0.439. (6) The reactants are Cl[C:2]1[C:3]([O:8][CH:9]2[CH2:12][N:11]([C:13]3[CH:22]=[CH:21][C:20]4[C:15](=[CH:16][CH:17]=[CH:18][CH:19]=4)[N:14]=3)[CH2:10]2)=[N:4][CH:5]=[CH:6][N:7]=1.C(N(CC)CC)C.[CH2:30]([OH:33])[C:31]#[CH:32]. The catalyst is [Cu]I. The product is [N:14]1[C:15]2[C:20](=[CH:19][CH:18]=[CH:17][CH:16]=2)[CH:21]=[CH:22][C:13]=1[N:11]1[CH2:12][CH:9]([O:8][C:3]2[C:2]([C:32]#[C:31][CH2:30][OH:33])=[N:7][CH:6]=[CH:5][N:4]=2)[CH2:10]1. The yield is 0.610. (7) The reactants are [CH3:1][O:2][C:3]1[CH:4]=[C:5]2C(=[CH:10][CH:11]=1)NC=[CH:6]2.[OH-].[K+].[I:14]I.[H-].[Na+].IC.[CH3:20][N:21]([CH:23]=O)[CH3:22]. No catalyst specified. The product is [I:14][C:6]1[C:5]2[C:22](=[CH:10][CH:11]=[C:3]([O:2][CH3:1])[CH:4]=2)[N:21]([CH3:20])[CH:23]=1. The yield is 0.970.